Dataset: Full USPTO retrosynthesis dataset with 1.9M reactions from patents (1976-2016). Task: Predict the reactants needed to synthesize the given product. (1) The reactants are: [C:1]([C:3]1[CH:11]=[CH:10][C:6]([C:7](O)=[O:8])=[C:5]([F:12])[CH:4]=1)#[N:2].C(Cl)(=O)C(Cl)=O.Cl.[CH3:20][NH:21][O:22][CH3:23].C(=O)([O-])[O-].[K+].[K+]. Given the product [C:1]([C:3]1[CH:11]=[CH:10][C:6]([C:7]([N:21]([O:22][CH3:23])[CH3:20])=[O:8])=[C:5]([F:12])[CH:4]=1)#[N:2], predict the reactants needed to synthesize it. (2) Given the product [CH:1]1([N:7]2[C:11]3[CH:12]=[CH:13][C:14]([C:16]([N:35]4[CH2:42][CH2:41][CH2:40][CH:36]4[C:37]([OH:39])=[O:38])=[O:17])=[CH:15][C:10]=3[N:9]=[C:8]2[C:19]2[CH:20]=[C:21]3[C:26](=[CH:27][CH:28]=2)[N:25]=[C:24]([C:29]2[CH:30]=[CH:31][CH:32]=[CH:33][CH:34]=2)[CH:23]=[CH:22]3)[CH2:6][CH2:5][CH2:4][CH2:3][CH2:2]1, predict the reactants needed to synthesize it. The reactants are: [CH:1]1([N:7]2[C:11]3[CH:12]=[CH:13][C:14]([C:16](O)=[O:17])=[CH:15][C:10]=3[N:9]=[C:8]2[C:19]2[CH:20]=[C:21]3[C:26](=[CH:27][CH:28]=2)[N:25]=[C:24]([C:29]2[CH:34]=[CH:33][CH:32]=[CH:31][CH:30]=2)[CH:23]=[CH:22]3)[CH2:6][CH2:5][CH2:4][CH2:3][CH2:2]1.[NH:35]1[CH2:42][CH2:41][CH2:40][C@H:36]1[C:37]([OH:39])=[O:38]. (3) Given the product [CH2:8]([C:10]1[O:11][C:12]2[CH:27]=[CH:26][C:25]([OH:28])=[CH:24][C:13]=2[C:14]=1[C:15]([C:17]1[CH:18]=[CH:19][C:20]([OH:23])=[CH:21][CH:22]=1)=[O:16])[CH3:9], predict the reactants needed to synthesize it. The reactants are: [Al+3].[Cl-].[Cl-].[Cl-].SCC.[CH2:8]([C:10]1[O:11][C:12]2[CH:27]=[CH:26][C:25]([O:28]C)=[CH:24][C:13]=2[C:14]=1[C:15]([C:17]1[CH:22]=[CH:21][C:20]([OH:23])=[CH:19][CH:18]=1)=[O:16])[CH3:9].